This data is from Experimentally validated miRNA-target interactions with 360,000+ pairs, plus equal number of negative samples. The task is: Binary Classification. Given a miRNA mature sequence and a target amino acid sequence, predict their likelihood of interaction. (1) The miRNA is hsa-miR-4738-5p with sequence ACCAGCGCGUUUUCAGUUUCAU. The protein sequence of the target gene is MASSPDPPSPLLVRLRESIPKAHRKLEIYFQSRASGGGECSVQPVGPSAPDTYEVKFLKKADKEKVLKKSEHEMLVHNKPVTIVLETTKKPVEDLRPRLPSLTQPVETPSSRPPSLTGSLDEALCDDIHPQDGLVSNSVDSVVQKIFLAVTAELNCDLLSKEQRASITTVCPHIIKSMEGSDGIKKVCGNFKDIEKIHHFLSEQLLEREQKRKGSEQKRKCAPQKHTPPDVEREPPDQSSIQVPVLLLEYFKHVNPGRLEFIEYKFGVNIEIQASSPNMVTVGFTSSPFGNVEEASQSFV.... Result: 0 (no interaction). (2) The miRNA is hsa-miR-124-3p with sequence UAAGGCACGCGGUGAAUGCCAA. The protein sequence of the target gene is MADSERLSAPGCWAACTNFSRTRKGILLFAEIILCLVILICFSASTPGYSSLSVIEMILAAIFFVVYMCDLHTKIPFINWPWSDFFRTLIAAILYLITSIVVLVERGNHSKIVAGVLGLIATCLFGYDAYVTFPVRQPRHTAAPTDPADGPV. Result: 1 (interaction). (3) The miRNA is hsa-miR-921 with sequence CUAGUGAGGGACAGAACCAGGAUUC. The protein sequence of the target gene is MAKKSAENGIYSVSGDEKKGPLIAPGPDGAPAKGDGPVGLGTPGGRLAVPPRETWTRQMDFIMSCVGFAVGLGNVWRFPYLCYKNGGGVFLIPYVLIALVGGIPIFFLEISLGQFMKAGSINVWNICPLFKGLGYASMVIVFYCNTYYIMVLAWGFYYLVKSFTTTLPWATCGHTWNTPDCVEIFRHEDCANASLANLTCDQLADRRSPVIEFWENKVLRLSGGLEVPGALNWEVTLCLLACWVLVYFCVWKGVKSTGKIVYFTATFPYVVLVVLLVRGVLLPGALDGIIYYLKPDWSKL.... Result: 1 (interaction). (4) The miRNA is rno-miR-335 with sequence UCAAGAGCAAUAACGAAAAAUGU. Result: 0 (no interaction). The protein sequence of the target gene is MAKTAMAYKEKMKELSMLSLICSCFYPEPRNINIYTYDDMEVKQINKRASGQAFELILKPPSPISEAPRTLASPKKKDLSLEEIQKKLEAAEERRKSQEAQVLKQLAEKREHEREVLQKALEENNNFSKMAEEKLILKMEQIKENREANLAAIIERLQEKERHAAEVRRNKELQVELSG. (5) The miRNA is hsa-miR-4694-3p with sequence CAAAUGGACAGGAUAACACCU. The protein sequence of the target gene is MAPLGEVGNYFGVQDAVPFGNVPVLPVDSPVLLSDHLGQSEAGGLPRGPAVTDLDHLKGILRRRQLYCRTGFHLEIFPNGTIQGTRKDHSRFGILEFISIAVGLVSIRGVDSGLYLGMNEKGELYGSEKLTQECVFREQFEENWYNTYSSNLYKHVDTGRRYYVALNKDGTPREGTRTKRHQKFTHFLPRPVDPDKVPELYKDILSQS. Result: 0 (no interaction). (6) The miRNA is rno-miR-429 with sequence UAAUACUGUCUGGUAAUGCCGU. The protein sequence of the target gene is MDSSIHLSGLLSRHDDDATRTSTSEGLEEGEVEGETLLIVESEDQASVDLSHDQSGDSLNSDEGDVSWMEEQLSYFCDKCQKWIPASQLREQLSYLKGDNFFRFTCCDCSADGKEQYERLKLTWQQVVMLAMYNLSLEGSGRQGYFRWKEDICAFIEKHWTFLLGNRKKTSTWWSTVAGCLSVGSPVYFRSGAQEFGEPGWWKLVHNRPPTMRPEGEKLAASTLKVKASKPTLDPIITVEGLRKRASRNPVESAMELKEKRSRTQEAKDIRRAQKEAAGLLDRSTSSTPVKFISRGRRPD.... Result: 0 (no interaction). (7) The miRNA is mmu-miR-129-5p with sequence CUUUUUGCGGUCUGGGCUUGC. The protein sequence of the target gene is MDAGFFRGTSAEQDNRFSNKQKKLLKQLKFAECLEKKVDMSKVNLEVIKPWITKRVTEILGFEDDVVIEFIFNQLEVKNPDSKMMQINLTGFLNGKNAREFMGELWPLLLSAQENIAGIPSAFLELKKEEIKQRQIEQEKLASLKKQDEDKDKRDKEEKESSREKRERSRSPRRRKSRSPSPRRRSSPVRRERKRSHSRSPRHRTKSRSPSPAPEKKEKSPELPEPSVRMKDSSVQEATSTSDILKAPKPEPVPEPKEPSPEKNSKKEKEKTRPRSRSRSKSRSRTRSRSPSHTRPRRRH.... Result: 1 (interaction). (8) The miRNA is mmu-miR-669l-5p with sequence AGUUGUGUGUGCAUGUAUAUGU. The protein sequence of the target gene is MAEYLRLPHSLAMIRLCNPPVNAISPTVITEVRNGLQKASLDHTVRAIVICGANDNFCAGADIHGFKSPTGLTLGSLVDEIQRYQKPVVAAIQGVALGGGLELALGCHYRIANAKARVGFPEVMLGILPGARGTQLLPRVVGVPVALDLITSGRHISTDEALKLGILDVVVKSDPVEEAIKFAQTVIGKPIEPRRILNKPVPSLPNMDSVFAEAIAKVRKQYPGRLAPETCVRSVQASVKHPYEVAIKEEAKLFMYLRGSGQARALQYAFFAEKSANKWSTPSGASWKTASAQPVSSVGV.... Result: 1 (interaction). (9) The miRNA is hsa-miR-7846-3p with sequence CAGCGGAGCCUGGAGAGAAGG. Result: 0 (no interaction). The protein sequence of the target gene is METQLSNGPTCNNTANGPTTVNNNCSSPVDSGNTEDSKTNLIVNYLPQNMTQEELKSLFGSIGEIESCKLVRDKITGQSLGYGFVNYIDPKDAEKAINTLNGLRLQTKTIKVSYARPSSASIRDANLYVSGLPKTMTQKELEQLFSQYGRIITSRILVDQVTGISRGVGFIRFDKRIEAEEAIKGLNGQKPPGATEPITVKFANNPSQKTNQAILSQLYQSPNRRYPGPLAQQAQRFRLDNLLNMAYGVKSRFSPMTIDGMTSLAGINIPGHPGTGWCIFVYNLAPDADESILWQMFGPF.... (10) The miRNA is hsa-miR-1197 with sequence UAGGACACAUGGUCUACUUCU. The protein sequence of the target gene is MHHQWLLLAACFWVIFMFMVASKFITLTFKDPDVYSAKQEFLFLTTMPEVRKLPEEKHIPEELKPTGKELPDSQLVQPLVYMERLELIRNVCRDDALKNLSHTPVSKFVLDRIFVCDKHKILFCQTPKVGNTQWKKVLIVLNGAFSSIEEIPENVVHDHEKNGLPRLSSFSDAEIQKRLKTYFKFFIVRDPFERLISAFKDKFVHNPRFEPWYRHEIAPGIIRKYRRNRTETRGIQFEDFVRYLGDPNHRWLDLQFGDHIIHWVTYVELCAPCEIMYSVIGHHETLEDDAPYILKEAGID.... Result: 0 (no interaction).